This data is from Catalyst prediction with 721,799 reactions and 888 catalyst types from USPTO. The task is: Predict which catalyst facilitates the given reaction. (1) Reactant: [CH2:1]1[C:5]2([CH2:9][CH2:8][NH:7][CH2:6]2)[CH2:4][CH2:3][N:2]1[C:10]1[CH:11]=[N:12][C:13]([O:19][C:20]2[CH:25]=[CH:24][C:23]([O:26][C:27]3[CH:32]=[CH:31][CH:30]=[C:29]([F:33])[CH:28]=3)=[CH:22][CH:21]=2)=[C:14]([CH:18]=1)[C:15]([NH2:17])=[O:16].C(N(CC)C(C)C)(C)C.[C:43](Cl)(=[O:46])[CH:44]=[CH2:45]. Product: [C:43]([N:7]1[CH2:8][CH2:9][C:5]2([CH2:1][N:2]([C:10]3[CH:11]=[N:12][C:13]([O:19][C:20]4[CH:21]=[CH:22][C:23]([O:26][C:27]5[CH:32]=[CH:31][CH:30]=[C:29]([F:33])[CH:28]=5)=[CH:24][CH:25]=4)=[C:14]([CH:18]=3)[C:15]([NH2:17])=[O:16])[CH2:3][CH2:4]2)[CH2:6]1)(=[O:46])[CH:44]=[CH2:45]. The catalyst class is: 2. (2) Reactant: [F:1][C:2]([F:24])([F:23])[C:3]1[CH:8]=[CH:7][C:6]([S:9]([N:12]2[CH2:22][CH2:21][C:15]3([C:19](=[O:20])[NH:18][CH2:17][CH2:16]3)[CH2:14][CH2:13]2)(=[O:11])=[O:10])=[CH:5][CH:4]=1.[H-].[Na+].FC(F)(F)S(O[CH2:33][C:34]([F:37])([F:36])[F:35])(=O)=O.ClCCl. Product: [F:35][C:34]([F:37])([F:36])[CH2:33][N:18]1[CH2:17][CH2:16][C:15]2([CH2:21][CH2:22][N:12]([S:9]([C:6]3[CH:7]=[CH:8][C:3]([C:2]([F:1])([F:23])[F:24])=[CH:4][CH:5]=3)(=[O:10])=[O:11])[CH2:13][CH2:14]2)[C:19]1=[O:20]. The catalyst class is: 18. (3) The catalyst class is: 3. Reactant: [O:1]1[C:6]2[CH:7]=[CH:8][C:9]([C:11]([C:13]3[C:22](=[O:23])[C:21]4[C:16](=[CH:17][CH:18]=[CH:19][CH:20]=4)[NH:15][CH:14]=3)=[O:12])=[CH:10][C:5]=2[O:4][CH2:3][CH2:2]1.[H-].[Na+].Br[CH2:27][C:28]1[N:33]=[C:32]([C:34]#[N:35])[CH:31]=[CH:30][CH:29]=1. Product: [O:1]1[C:6]2[CH:7]=[CH:8][C:9]([C:11]([C:13]3[C:22](=[O:23])[C:21]4[C:16](=[CH:17][CH:18]=[CH:19][CH:20]=4)[N:15]([CH2:27][C:28]4[N:33]=[C:32]([C:34]#[N:35])[CH:31]=[CH:30][CH:29]=4)[CH:14]=3)=[O:12])=[CH:10][C:5]=2[O:4][CH2:3][CH2:2]1. (4) Reactant: [F:1][C:2]1[CH:7]=[C:6]([N+:8]([O-])=O)[CH:5]=[CH:4][C:3]=1[O:11][CH:12]1[CH2:17][CH2:16][N:15]([CH2:18][CH2:19][S:20]([CH3:23])(=[O:22])=[O:21])[CH2:14][CH2:13]1.[BH4-].[Na+]. Product: [F:1][C:2]1[CH:7]=[C:6]([NH2:8])[CH:5]=[CH:4][C:3]=1[O:11][CH:12]1[CH2:17][CH2:16][N:15]([CH2:18][CH2:19][S:20]([CH3:23])(=[O:22])=[O:21])[CH2:14][CH2:13]1. The catalyst class is: 652. (5) Reactant: [Cl:1][C:2]1[C:11]2[C:6](=[CH:7][CH:8]=[C:9]([CH:12]([C:14]3[C:15]([CH3:21])=[N:16]C(C)=[CH:18][CH:19]=3)[OH:13])[CH:10]=2)[N:5]=[C:4]([O:22][CH3:23])[C:3]=1[CH2:24][C:25]1[CH:30]=[CH:29][C:28]([C:31]([F:34])([F:33])[F:32])=[CH:27][CH:26]=1.[Li]CCCC.CC1C(C=O)=C(C)[O:43]N=1. Product: [Cl:1][C:2]1[C:11]2[C:6](=[CH:7][CH:8]=[C:9]([CH:12]([C:14]3[C:15]([CH3:21])=[N:16][O:43][C:19]=3[CH3:18])[OH:13])[CH:10]=2)[N:5]=[C:4]([O:22][CH3:23])[C:3]=1[CH2:24][C:25]1[CH:26]=[CH:27][C:28]([C:31]([F:34])([F:32])[F:33])=[CH:29][CH:30]=1. The catalyst class is: 1. (6) Reactant: [N+:1]([C:4]1[C:9]([N+:10]([O-:12])=[O:11])=[CH:8][CH:7]=[CH:6][C:5]=1[OH:13])([O-:3])=[O:2].Br[CH2:15][C:16]([O:18][C:19](C)(C)[CH3:20])=[O:17].C(=O)([O-])[O-].[Cs+].[Cs+]. Product: [N+:1]([C:4]1[C:9]([N+:10]([O-:12])=[O:11])=[CH:8][CH:7]=[CH:6][C:5]=1[O:13][CH2:15][C:16]([O:18][CH2:19][CH3:20])=[O:17])([O-:3])=[O:2]. The catalyst class is: 10.